From a dataset of Reaction yield outcomes from USPTO patents with 853,638 reactions. Predict the reaction yield, written as a fraction of the theoretical maximum amount of product (1.0 means a 100% yield; for example, 0.34 means a 34% yield). (1) The reactants are [Si]([O:8][CH:9]1[CH2:14][CH2:13][CH:12]([O:15][C:16]2[CH:21]=[CH:20][C:19]([S:22]([CH3:25])(=[O:24])=[O:23])=[CH:18][C:17]=2[C:26]2[C:35]3[C:30](=[CH:31][CH:32]=[CH:33][CH:34]=3)[C:29](=[O:36])[N:28]([CH3:37])[CH:27]=2)[CH2:11][CH2:10]1)(C(C)(C)C)(C)C.Cl.CO. The catalyst is CO.C(Cl)Cl. The product is [OH:8][C@H:9]1[CH2:14][CH2:13][C@H:12]([O:15][C:16]2[CH:21]=[CH:20][C:19]([S:22]([CH3:25])(=[O:23])=[O:24])=[CH:18][C:17]=2[C:26]2[C:35]3[C:30](=[CH:31][CH:32]=[CH:33][CH:34]=3)[C:29](=[O:36])[N:28]([CH3:37])[CH:27]=2)[CH2:11][CH2:10]1. The yield is 0.978. (2) The reactants are [Si:1]([O:8][CH:9]1[CH2:18][C:17]2[C:16]([NH2:19])=[CH:15][CH:14]=[CH:13][C:12]=2[CH2:11][CH2:10]1)([C:4]([CH3:7])([CH3:6])[CH3:5])([CH3:3])[CH3:2].C1C=C(O[C:27](OC2N=CC=CC=2)=[S:28])N=CC=1. The catalyst is ClCCl. The product is [C:4]([Si:1]([O:8][CH:9]1[CH2:10][CH2:11][C:12]2[C:17](=[C:16]([N:19]=[C:27]=[S:28])[CH:15]=[CH:14][CH:13]=2)[CH2:18]1)([CH3:3])[CH3:2])([CH3:7])([CH3:6])[CH3:5]. The yield is 0.720. (3) The reactants are [NH2:1][C:2]1[C:3]([N+:21]([O-])=O)=[C:4]([N:8]2[CH2:13][CH2:12][N:11]([C:14]([O:16][C:17]([CH3:20])([CH3:19])[CH3:18])=[O:15])[CH2:10][CH2:9]2)[CH:5]=[CH:6][CH:7]=1. The catalyst is [Pd].C(O)C. The product is [NH2:21][C:3]1[C:2]([NH2:1])=[CH:7][CH:6]=[CH:5][C:4]=1[N:8]1[CH2:13][CH2:12][N:11]([C:14]([O:16][C:17]([CH3:20])([CH3:19])[CH3:18])=[O:15])[CH2:10][CH2:9]1. The yield is 1.00.